This data is from Full USPTO retrosynthesis dataset with 1.9M reactions from patents (1976-2016). The task is: Predict the reactants needed to synthesize the given product. Given the product [Cl:21][C:22]1[N:27]=[C:26]([C:10]2[C:11]3[C:16](=[CH:15][CH:14]=[C:13]([F:17])[CH:12]=3)[N:8]([C:6]([O:5][C:1]([CH3:4])([CH3:3])[CH3:2])=[O:7])[CH:9]=2)[CH:25]=[CH:24][N:23]=1, predict the reactants needed to synthesize it. The reactants are: [C:1]([O:5][C:6]([N:8]1[C:16]2[C:11](=[CH:12][C:13]([F:17])=[CH:14][CH:15]=2)[C:10](B(O)O)=[CH:9]1)=[O:7])([CH3:4])([CH3:3])[CH3:2].[Cl:21][C:22]1[N:27]=[C:26](Cl)[CH:25]=[CH:24][N:23]=1.C([O-])(O)=O.[Na+].